This data is from NCI-60 drug combinations with 297,098 pairs across 59 cell lines. The task is: Regression. Given two drug SMILES strings and cell line genomic features, predict the synergy score measuring deviation from expected non-interaction effect. (1) Drug 1: CC(C1=C(C=CC(=C1Cl)F)Cl)OC2=C(N=CC(=C2)C3=CN(N=C3)C4CCNCC4)N. Drug 2: CC(CN1CC(=O)NC(=O)C1)N2CC(=O)NC(=O)C2. Cell line: HT29. Synergy scores: CSS=43.6, Synergy_ZIP=-3.33, Synergy_Bliss=2.12, Synergy_Loewe=2.77, Synergy_HSA=2.97. (2) Drug 1: CN(C)C1=NC(=NC(=N1)N(C)C)N(C)C. Drug 2: B(C(CC(C)C)NC(=O)C(CC1=CC=CC=C1)NC(=O)C2=NC=CN=C2)(O)O. Cell line: DU-145. Synergy scores: CSS=6.47, Synergy_ZIP=5.25, Synergy_Bliss=6.55, Synergy_Loewe=-4.88, Synergy_HSA=2.83. (3) Drug 1: CC1C(C(CC(O1)OC2CC(CC3=C2C(=C4C(=C3O)C(=O)C5=C(C4=O)C(=CC=C5)OC)O)(C(=O)CO)O)N)O. Drug 2: CC1CCC2CC(C(=CC=CC=CC(CC(C(=O)C(C(C(=CC(C(=O)CC(OC(=O)C3CCCCN3C(=O)C(=O)C1(O2)O)C(C)CC4CCC(C(C4)OC)OP(=O)(C)C)C)C)O)OC)C)C)C)OC. Cell line: NCIH23. Synergy scores: CSS=64.6, Synergy_ZIP=-3.15, Synergy_Bliss=-4.94, Synergy_Loewe=-0.855, Synergy_HSA=0.0543. (4) Drug 1: CC1CCC2CC(C(=CC=CC=CC(CC(C(=O)C(C(C(=CC(C(=O)CC(OC(=O)C3CCCCN3C(=O)C(=O)C1(O2)O)C(C)CC4CCC(C(C4)OC)OCCO)C)C)O)OC)C)C)C)OC. Synergy scores: CSS=49.7, Synergy_ZIP=-0.926, Synergy_Bliss=0.941, Synergy_Loewe=-13.6, Synergy_HSA=-4.93. Drug 2: B(C(CC(C)C)NC(=O)C(CC1=CC=CC=C1)NC(=O)C2=NC=CN=C2)(O)O. Cell line: NCIH23. (5) Drug 1: C1CCC(CC1)NC(=O)N(CCCl)N=O. Drug 2: CS(=O)(=O)CCNCC1=CC=C(O1)C2=CC3=C(C=C2)N=CN=C3NC4=CC(=C(C=C4)OCC5=CC(=CC=C5)F)Cl. Cell line: K-562. Synergy scores: CSS=14.1, Synergy_ZIP=-9.02, Synergy_Bliss=-0.231, Synergy_Loewe=-1.92, Synergy_HSA=-0.616. (6) Drug 1: CC1OCC2C(O1)C(C(C(O2)OC3C4COC(=O)C4C(C5=CC6=C(C=C35)OCO6)C7=CC(=C(C(=C7)OC)O)OC)O)O. Drug 2: C1=NC2=C(N1)C(=S)N=CN2. Cell line: HCT-15. Synergy scores: CSS=49.1, Synergy_ZIP=-4.53, Synergy_Bliss=-4.40, Synergy_Loewe=-6.12, Synergy_HSA=-1.30.